From a dataset of Catalyst prediction with 721,799 reactions and 888 catalyst types from USPTO. Predict which catalyst facilitates the given reaction. (1) Reactant: [Br:1][C:2]1[CH:7]=[CH:6][C:5]([OH:8])=[CH:4][CH:3]=1.O[CH:10]([C:14]1[CH:24]=[CH:23][C:17]([C:18]([O:20][CH2:21][CH3:22])=[O:19])=[CH:16][CH:15]=1)[CH2:11][CH2:12][CH3:13].C1(P(C2C=CC=CC=2)C2C=CC=CC=2)C=CC=CC=1.CC(OC(/N=N/C(OC(C)C)=O)=O)C. Product: [Br:1][C:2]1[CH:7]=[CH:6][C:5]([O:8][CH:10]([C:14]2[CH:24]=[CH:23][C:17]([C:18]([O:20][CH2:21][CH3:22])=[O:19])=[CH:16][CH:15]=2)[CH2:11][CH2:12][CH3:13])=[CH:4][CH:3]=1. The catalyst class is: 220. (2) Reactant: OO.[CH3:3][O:4][C:5]1[CH:10]=[CH:9][C:8]([CH3:11])=[CH:7][C:6]=1[CH:12]([CH:17]([CH3:19])[CH3:18])[CH2:13][CH2:14][C:15]#[N:16].C([O-])([O-])=[O:21].[K+].[K+]. Product: [CH3:3][O:4][C:5]1[CH:10]=[CH:9][C:8]([CH3:11])=[CH:7][C:6]=1[CH:12]([CH:17]([CH3:19])[CH3:18])[CH2:13][CH2:14][C:15]([NH2:16])=[O:21]. The catalyst class is: 16. (3) Reactant: [OH:1][CH2:2][C:3]1[CH:4]=[C:5]([CH:35]=[CH:36][CH:37]=1)[CH2:6][N:7]([C@@H:25]1[C:34]2[C:29](=[CH:30][CH:31]=[CH:32][CH:33]=2)[CH2:28][CH2:27][CH2:26]1)[C:8]([C:10]1[CH:15]=[C:14]([C:16]([OH:18])=[O:17])[C:13]([C:19]([OH:21])=[O:20])=[CH:12][C:11]=1[C:22]([OH:24])=[O:23])=[O:9].C(N(CC)CC)C. Product: [CH:2]([C:3]1[CH:4]=[C:5]([CH:35]=[CH:36][CH:37]=1)[CH2:6][N:7]([C@@H:25]1[C:34]2[C:29](=[CH:30][CH:31]=[CH:32][CH:33]=2)[CH2:28][CH2:27][CH2:26]1)[C:8]([C:10]1[CH:15]=[C:14]([C:16]([OH:18])=[O:17])[C:13]([C:19]([OH:21])=[O:20])=[CH:12][C:11]=1[C:22]([OH:24])=[O:23])=[O:9])=[O:1]. The catalyst class is: 16.